From a dataset of Forward reaction prediction with 1.9M reactions from USPTO patents (1976-2016). Predict the product of the given reaction. (1) Given the reactants [Cl:1][C:2]1[CH:3]=[C:4]([CH:10]=[C:11]([O:13][C:14]2[CH:19]=[C:18]([C:20]#[N:21])[CH:17]=[C:16]([Cl:22])[CH:15]=2)[CH:12]=1)[O:5][CH2:6][C:7](Cl)=[O:8].[CH3:23][N:24]([CH3:37])[S:25]([C:28]1[CH:29]=[C:30]2[C:34](=[CH:35][CH:36]=1)[NH:33][CH2:32][CH2:31]2)(=[O:27])=[O:26], predict the reaction product. The product is: [Cl:1][C:2]1[CH:3]=[C:4]([CH:10]=[C:11]([O:13][C:14]2[CH:19]=[C:18]([C:20]#[N:21])[CH:17]=[C:16]([Cl:22])[CH:15]=2)[CH:12]=1)[O:5][CH2:6][C:7]([N:33]1[C:34]2[C:30](=[CH:29][C:28]([S:25]([N:24]([CH3:37])[CH3:23])(=[O:26])=[O:27])=[CH:36][CH:35]=2)[CH2:31][CH2:32]1)=[O:8]. (2) Given the reactants Br[C:2]1[N:7]=[C:6]([O:8][CH:9]2[CH2:14][CH2:13][N:12]([C:15]([O:17][C:18]([CH3:21])([CH3:20])[CH3:19])=[O:16])[CH2:11][CH2:10]2)[C:5]([N:22]([CH3:24])[CH3:23])=[N:4][CH:3]=1.[N:25]1[CH:30]=[CH:29][C:28](B(O)O)=[CH:27][CH:26]=1, predict the reaction product. The product is: [CH3:23][N:22]([CH3:24])[C:5]1[C:6]([O:8][CH:9]2[CH2:14][CH2:13][N:12]([C:15]([O:17][C:18]([CH3:21])([CH3:20])[CH3:19])=[O:16])[CH2:11][CH2:10]2)=[N:7][C:2]([C:28]2[CH:29]=[CH:30][N:25]=[CH:26][CH:27]=2)=[CH:3][N:4]=1. (3) Given the reactants Cl[C:2]1[C:3](=[O:16])[NH:4][C:5]2[C:10]([N:11]=1)=[CH:9][C:8]([C:12]([O:14][CH3:15])=[O:13])=[CH:7][CH:6]=2.[F:17][C:18]1[CH:27]=[CH:26][CH:25]=[C:24]2[C:19]=1[CH2:20][CH2:21][CH2:22][NH:23]2, predict the reaction product. The product is: [F:17][C:18]1[CH:27]=[CH:26][CH:25]=[C:24]2[C:19]=1[CH2:20][CH2:21][CH2:22][N:23]2[C:2]1[C:3](=[O:16])[NH:4][C:5]2[C:10]([N:11]=1)=[CH:9][C:8]([C:12]([O:14][CH3:15])=[O:13])=[CH:7][CH:6]=2. (4) Given the reactants [F:1][C:2]([F:18])([F:17])[C:3]1[CH:8]=[CH:7][C:6]([C:9]2[S:13][C:12]([C:14](=[O:16])[CH3:15])=[CH:11][CH:10]=2)=[CH:5][CH:4]=1.[Br:19][C:20]1[CH:21]=[C:22]([CH:25]=[CH:26][C:27]=1[OH:28])[CH:23]=O, predict the reaction product. The product is: [Br:19][C:20]1[CH:21]=[C:22]([CH:23]=[CH:15][C:14]([C:12]2[S:13][C:9]([C:6]3[CH:5]=[CH:4][C:3]([C:2]([F:17])([F:1])[F:18])=[CH:8][CH:7]=3)=[CH:10][CH:11]=2)=[O:16])[CH:25]=[CH:26][C:27]=1[OH:28]. (5) The product is: [CH3:1][O:2][C:3](=[O:15])[CH2:4][C:5]1[CH:10]=[C:9]([O:11][S:24]([C:23]([F:36])([F:35])[F:22])(=[O:26])=[O:25])[CH:8]=[C:7]([O:12][CH2:13][CH3:14])[CH:6]=1. Given the reactants [CH3:1][O:2][C:3](=[O:15])[CH2:4][C:5]1[CH:10]=[C:9]([OH:11])[CH:8]=[C:7]([O:12][CH2:13][CH3:14])[CH:6]=1.N1C=CC=CC=1.[F:22][C:23]([F:36])([F:35])[S:24](O[S:24]([C:23]([F:36])([F:35])[F:22])(=[O:26])=[O:25])(=[O:26])=[O:25].Cl, predict the reaction product.